Dataset: Peptide-MHC class II binding affinity with 134,281 pairs from IEDB. Task: Regression. Given a peptide amino acid sequence and an MHC pseudo amino acid sequence, predict their binding affinity value. This is MHC class II binding data. (1) The MHC is HLA-DQA10501-DQB10302 with pseudo-sequence HLA-DQA10501-DQB10302. The binding affinity (normalized) is 0.264. The peptide sequence is SMSLFEVDQTKIQYV. (2) The peptide sequence is GRYKDEKDVTDITVK. The MHC is DRB1_1302 with pseudo-sequence DRB1_1302. The binding affinity (normalized) is 0. (3) The peptide sequence is EELRSLYNTVATLYCVH. The MHC is DRB1_0301 with pseudo-sequence DRB1_0301. The binding affinity (normalized) is 0.302. (4) The peptide sequence is FNFSQDDLLTEDVMI. The MHC is HLA-DPA10103-DPB10401 with pseudo-sequence HLA-DPA10103-DPB10401. The binding affinity (normalized) is 0.243. (5) The peptide sequence is ASTNDDEVLIEVNPP. The MHC is DRB5_0101 with pseudo-sequence DRB5_0101. The binding affinity (normalized) is 0.167. (6) The binding affinity (normalized) is 0.0739. The peptide sequence is CGMFTNRSGSQQW. The MHC is HLA-DQA10501-DQB10301 with pseudo-sequence HLA-DQA10501-DQB10301.